This data is from TCR-epitope binding with 47,182 pairs between 192 epitopes and 23,139 TCRs. The task is: Binary Classification. Given a T-cell receptor sequence (or CDR3 region) and an epitope sequence, predict whether binding occurs between them. (1) The epitope is IVDTVSALV. The TCR CDR3 sequence is CASSQGQINQPQHF. Result: 1 (the TCR binds to the epitope). (2) The epitope is LPPIVAKEI. The TCR CDR3 sequence is CASSQPAGESLRETQYF. Result: 0 (the TCR does not bind to the epitope). (3) The epitope is GVAMPNLYK. The TCR CDR3 sequence is CASSLIGYGVETQYF. Result: 1 (the TCR binds to the epitope). (4) The epitope is EEHVQIHTI. The TCR CDR3 sequence is CASSQEPAWNTEAFF. Result: 0 (the TCR does not bind to the epitope). (5) The epitope is AYILFTRFFYV. The TCR CDR3 sequence is CASSSDPRGQGFEQYF. Result: 1 (the TCR binds to the epitope). (6) The epitope is IPIQASLPF. The TCR CDR3 sequence is CASSPIGGQGALQDEQYF. Result: 1 (the TCR binds to the epitope). (7) The epitope is VLWAHGFEL. The TCR CDR3 sequence is CASSLSGGSSYEQYF. Result: 0 (the TCR does not bind to the epitope).